This data is from Full USPTO retrosynthesis dataset with 1.9M reactions from patents (1976-2016). The task is: Predict the reactants needed to synthesize the given product. (1) Given the product [I:15][C:12]1[CH:13]=[CH:14][C:9]([O:5][CH2:4][CH2:3][O:2][CH3:1])=[C:10]([N+:16]([O-:18])=[O:17])[CH:11]=1, predict the reactants needed to synthesize it. The reactants are: [CH3:1][O:2][CH2:3][CH2:4][OH:5].[H-].[Na+].F[C:9]1[CH:14]=[CH:13][C:12]([I:15])=[CH:11][C:10]=1[N+:16]([O-:18])=[O:17]. (2) Given the product [C:1]([NH:5][C:6]([C:8]1[C:16]2[C:11](=[N:12][CH:13]=[C:14]([C:47]3[C:51]4=[N:52][CH:53]=[CH:54][CH:55]=[C:50]4[N:49]([CH3:56])[N:48]=3)[N:15]=2)[N:10]([CH2:18][O:19][CH2:20][CH2:21][Si:22]([CH3:25])([CH3:24])[CH3:23])[CH:9]=1)=[O:7])([CH3:4])([CH3:3])[CH3:2], predict the reactants needed to synthesize it. The reactants are: [C:1]([NH:5][C:6]([C:8]1[C:16]2[C:11](=[N:12][CH:13]=[C:14](Br)[N:15]=2)[N:10]([CH2:18][O:19][CH2:20][CH2:21][Si:22]([CH3:25])([CH3:24])[CH3:23])[CH:9]=1)=[O:7])([CH3:4])([CH3:3])[CH3:2].C(C1CN(C(=O)[C@H](NC(C2C3C(=NC=C([C:47]4[C:51]5=[N:52][CH:53]=[CH:54][CH:55]=[C:50]5[N:49]([CH3:56])[N:48]=4)N=3)NC=2)=O)C)C1)#N. (3) Given the product [C:14]1([CH3:20])[CH:19]=[CH:18][CH:17]=[CH:16][C:15]=1[C:2]1[CH:3]=[CH:4][C:5]2[C:6]3[C:11](=[CH:10][CH:9]=[CH:8][CH:7]=3)[NH:12][C:13]=2[CH:1]=1, predict the reactants needed to synthesize it. The reactants are: [CH:1]1[C:13]2[NH:12][C:11]3[C:6](=[CH:7][CH:8]=[CH:9][CH:10]=3)[C:5]=2[CH:4]=[CH:3][CH:2]=1.[C:14]1([C:20]2[C:20]([C:14]3[CH:19]=[CH:18][CH:17]=[CH:16][CH:15]=3)=CC=CC=2)[CH:19]=[CH:18][CH:17]=[CH:16][CH:15]=1. (4) Given the product [C:21]([NH:2][CH2:3][C@H:4]1[CH2:5][CH2:6][C@H:7]([C:10]([O:12][CH3:13])=[O:11])[CH2:8][CH2:9]1)(=[O:23])[CH3:22], predict the reactants needed to synthesize it. The reactants are: Cl.[NH2:2][CH2:3][C@H:4]1[CH2:9][CH2:8][C@H:7]([C:10]([O:12][CH3:13])=[O:11])[CH2:6][CH2:5]1.C(N(CC)CC)C.[C:21](Cl)(=[O:23])[CH3:22].O. (5) The reactants are: N[C@H](C(O)=O)CC1C=CC=CC=1.[N+:13]([C:16]1[CH:27]=[CH:26][C:19]([CH2:20][C@@H:21]([C:23]([OH:25])=[O:24])[NH2:22])=[CH:18][CH:17]=1)([O-])=O.[H][H]. Given the product [NH2:13][C:16]1[CH:17]=[CH:18][C:19]([CH2:20][C@@H:21]([C:23]([OH:25])=[O:24])[NH2:22])=[CH:26][CH:27]=1, predict the reactants needed to synthesize it.